This data is from NCI-60 drug combinations with 297,098 pairs across 59 cell lines. The task is: Regression. Given two drug SMILES strings and cell line genomic features, predict the synergy score measuring deviation from expected non-interaction effect. (1) Drug 1: CCC1=CC2CC(C3=C(CN(C2)C1)C4=CC=CC=C4N3)(C5=C(C=C6C(=C5)C78CCN9C7C(C=CC9)(C(C(C8N6C)(C(=O)OC)O)OC(=O)C)CC)OC)C(=O)OC.C(C(C(=O)O)O)(C(=O)O)O. Drug 2: COC1=C2C(=CC3=C1OC=C3)C=CC(=O)O2. Cell line: A549. Synergy scores: CSS=34.5, Synergy_ZIP=-0.694, Synergy_Bliss=-1.20, Synergy_Loewe=-6.83, Synergy_HSA=0.169. (2) Drug 1: C1=CC(=CC=C1CCCC(=O)O)N(CCCl)CCCl. Drug 2: CCC1(CC2CC(C3=C(CCN(C2)C1)C4=CC=CC=C4N3)(C5=C(C=C6C(=C5)C78CCN9C7C(C=CC9)(C(C(C8N6C)(C(=O)OC)O)OC(=O)C)CC)OC)C(=O)OC)O.OS(=O)(=O)O. Cell line: UACC62. Synergy scores: CSS=28.5, Synergy_ZIP=-13.1, Synergy_Bliss=-8.10, Synergy_Loewe=-8.83, Synergy_HSA=-5.01.